From a dataset of Forward reaction prediction with 1.9M reactions from USPTO patents (1976-2016). Predict the product of the given reaction. Given the reactants Cl[C:2]1[C:11]2[C:6](=[CH:7][C:8]([O:14][CH2:15][CH2:16][CH2:17][N:18]3[CH2:22][CH2:21][CH2:20][CH2:19]3)=[C:9]([O:12][CH3:13])[CH:10]=2)[N:5]=[CH:4][N:3]=1.[F:23][C:24]1[C:32]([OH:33])=[CH:31][CH:30]=[C:29]2[C:25]=1[CH:26]=[C:27]([CH3:34])[NH:28]2, predict the reaction product. The product is: [F:23][C:24]1[C:32]([O:33][C:2]2[C:11]3[C:6](=[CH:7][C:8]([O:14][CH2:15][CH2:16][CH2:17][N:18]4[CH2:22][CH2:21][CH2:20][CH2:19]4)=[C:9]([O:12][CH3:13])[CH:10]=3)[N:5]=[CH:4][N:3]=2)=[CH:31][CH:30]=[C:29]2[C:25]=1[CH:26]=[C:27]([CH3:34])[NH:28]2.